Dataset: Rat liver microsome stability data. Task: Regression/Classification. Given a drug SMILES string, predict its absorption, distribution, metabolism, or excretion properties. Task type varies by dataset: regression for continuous measurements (e.g., permeability, clearance, half-life) or binary classification for categorical outcomes (e.g., BBB penetration, CYP inhibition). Dataset: rlm. (1) The drug is COCCNCc1cccc(C=Cc2cncc(C#N)c2Nc2ccc3[nH]ccc3c2C)n1. The result is 1 (stable in rat liver microsomes). (2) The compound is FC(F)(F)c1cccc(N2CCN(C(=S)Nc3cc4ccccc4cn3)CC2)c1. The result is 0 (unstable in rat liver microsomes). (3) The compound is C=CCn1cc(-c2nc3ccccc3nc2Cl)c2cc(OC)ccc21. The result is 0 (unstable in rat liver microsomes). (4) The molecule is O=C(NCCCCN1CCN(c2cccc(O)c2)CC1)c1ccc(-c2ccsc2)cc1. The result is 1 (stable in rat liver microsomes). (5) The molecule is Cc1noc(-c2ccc3c(c2)c2c(n3CCCS(=O)(=O)c3cc(F)cc(F)c3)CCCC2)n1. The result is 1 (stable in rat liver microsomes). (6) The molecule is COC(=O)Nc1ccc2c(c1)NC(=O)CCC=CC[C@H](N1CC[C@H](c3cc(Cl)ccc3C(F)(F)F)OC1=O)c1nc(Cl)c-2[nH]1. The result is 0 (unstable in rat liver microsomes). (7) The compound is O=c1c2ccccc2nc2n1CCC2. The result is 0 (unstable in rat liver microsomes). (8) The compound is O=S(=O)(NC1CCN(CCCO)CC1)c1cc(S(=O)(=O)c2ccccc2)ccc1C(F)(F)F. The result is 1 (stable in rat liver microsomes).